Dataset: Experimentally validated miRNA-target interactions with 360,000+ pairs, plus equal number of negative samples. Task: Binary Classification. Given a miRNA mature sequence and a target amino acid sequence, predict their likelihood of interaction. (1) The miRNA is hsa-miR-493-5p with sequence UUGUACAUGGUAGGCUUUCAUU. The protein sequence of the target gene is MDFSRLHMYSPPQCVPENTGYTYALSSSYSSDALDFETEHKLDPVFDSPRMSRRSLRLATTACTLGDGEAVGADSGTSSAVSLKNRAARTTKQRRSTNKSAFSINHVSRQVTSSGVSHGGTVSLQDAVTRRPPVLDESWIREQTTVDHFWGLDDDGDLKGGNKAAIQGNGDVGAAAATAHNGFSCSNCSMLSERKDVLTAHPAAPGPVSRVYSRDRNQKCDDCKGKRHLDAHPGRAGTLWHIWACAGYFLLQILRRIGAVGQAVSRTAWSALWLAVVAPGKAASGVFWWLGIGWYQFVTL.... Result: 0 (no interaction). (2) The miRNA is hsa-miR-4733-5p with sequence AAUCCCAAUGCUAGACCCGGUG. The protein sequence of the target gene is MENWTGRPWLYLLLLLSLPQLCLDQEVLSGHSLQTPTEEGQGPEGVWGPWVQWASCSQPCGVGVQRRSRTCQLPTVQLHPSLPLPPRPPRHPEALLPRGQGPRPQTSPETLPLYRTQSRGRGGPLRGPASHLGREETQEIRAARRSRLRDPIKPGMFGYGRVPFALPLHRNRRHPRSPPRSELSLISSRGEEAIPSPTPRAEPFSANGSPQTELPPTELSVHTPSPQAEPLSPETAQTEVAPRTRPAPLRHHPRAQASGTEPPSPTHSLGEGGFFRASPQPRRPSSQGWASPQVAGRRPD.... Result: 0 (no interaction).